This data is from Retrosynthesis with 50K atom-mapped reactions and 10 reaction types from USPTO. The task is: Predict the reactants needed to synthesize the given product. (1) The reactants are: CCn1c(-c2nonc2N)nc2c(Cl)nc(CO)cc21.O=C1NC(=O)c2ccccc21. Given the product CCn1c(-c2nonc2N)nc2c(Cl)nc(CN3C(=O)c4ccccc4C3=O)cc21, predict the reactants needed to synthesize it. (2) The reactants are: O=C1CCCc2ncccc21. Given the product OC1CCCc2ncccc21, predict the reactants needed to synthesize it. (3) Given the product COC(=O)c1ccc(OCc2ccccc2)c(Br)c1, predict the reactants needed to synthesize it. The reactants are: BrCc1ccccc1.COC(=O)c1ccc(O)c(Br)c1. (4) Given the product CC(=O)C[N+]1(C)CCN(c2nc3ccccc3o2)CC1, predict the reactants needed to synthesize it. The reactants are: CC(=O)CBr.CN1CCN(c2nc3ccccc3o2)CC1.